Predict the product of the given reaction. From a dataset of Forward reaction prediction with 1.9M reactions from USPTO patents (1976-2016). (1) Given the reactants [Cl:1][C:2]1[CH:3]=[C:4]([C:9]2[C:13]([C:14](OCC)=[O:15])=[CH:12][O:11][N:10]=2)[CH:5]=[CH:6][C:7]=1[F:8].[H-].C([Al+]CC(C)C)C(C)C.Cl, predict the reaction product. The product is: [Cl:1][C:2]1[CH:3]=[C:4]([C:9]2[C:13]([CH2:14][OH:15])=[CH:12][O:11][N:10]=2)[CH:5]=[CH:6][C:7]=1[F:8]. (2) Given the reactants [Cl-].[Al+3].[Cl-].[Cl-].[C:5](Cl)([CH3:8])([CH3:7])[CH3:6].[F:10][C:11]1[CH:16]=[CH:15][CH:14]=[CH:13][C:12]=1[OH:17], predict the reaction product. The product is: [C:5]([C:15]1[CH:14]=[CH:13][C:12]([OH:17])=[C:11]([F:10])[CH:16]=1)([CH3:8])([CH3:7])[CH3:6]. (3) Given the reactants [F:1][C:2]1[CH:7]=[CH:6][C:5]([S:8][CH2:9][C:10]2[CH:15]=[CH:14][N:13]([C:16]3[CH:21]=[CH:20][C:19]([O:22][CH2:23]OCC[Si](C)(C)C)=[C:18]([O:31][CH3:32])[CH:17]=3)[C:12](=[O:33])[CH:11]=2)=[CH:4][CH:3]=1.[CH3:34]O.Cl.[O:37]1[CH2:42][CH2:41]OCC1, predict the reaction product. The product is: [F:1][C:2]1[CH:7]=[CH:6][C:5]([S:8][CH2:9][C:10]2[CH:15]=[CH:14][N:13]([C:16]3[CH:21]=[CH:20][C:19]([O:22][CH2:23][C:42]([OH:37])([CH3:34])[CH3:41])=[C:18]([O:31][CH3:32])[CH:17]=3)[C:12](=[O:33])[CH:11]=2)=[CH:4][CH:3]=1. (4) Given the reactants CC(O)=O.[CH:5]1[CH:6]=[CH:7][C:8]([CH2:11][C@@H:12]2[NH:36][C:34](=[O:35])[C@H:33]([CH2:37][C:38]3[CH:39]=[CH:40][C:41]([OH:44])=[CH:42][CH:43]=3)[NH:32][C:30](=[O:31])[CH2:29][CH2:28][S:27][S:26][CH2:25][C@@H:24]([C:45]([N:47]3[C@H:51]([C:52]([NH:54][C@@H:55]([C:63]([NH:65][CH2:66][C:67]([NH2:69])=[O:68])=[O:64])[CH2:56][CH2:57][CH2:58][NH:59][C:60]([NH2:62])=[NH:61])=[O:53])[CH2:50][CH2:49][CH2:48]3)=[O:46])[NH:23][C:21](=[O:22])[C@H:20]([CH2:70][C:71]([NH2:73])=[O:72])[NH:19][C:17](=[O:18])[C@H:16]([CH2:74][CH2:75][C:76]([NH2:78])=[O:77])[NH:15][C:13]2=[O:14])=[CH:9][CH:10]=1.C1C=CC(C[C@@H]2NC(=O)[C@H](CC3C=CC(O)=CC=3)NC(=O)[C@@H](N)CSSC[C@@H](C(N3[C@H](C(N[C@H](C(NCC(N)=O)=O)CCCCN)=O)CCC3)=O)NC(=O)[C@H](CC(N)=O)NC(=O)[C@H](CCC(N)=O)[NH:89]C2=O)=CC=1, predict the reaction product. The product is: [CH2:49]1[CH2:48][N:47]([C:45]([CH:24]2[NH:23][C:21](=[O:22])[CH:20]([CH2:70][C:71]([NH2:73])=[O:72])[NH:19][C:17](=[O:18])[CH:16]([CH2:74][CH2:75][C:76]([NH2:78])=[O:77])[NH:15][C:13](=[O:14])[CH:12]([CH2:11][C:8]3[CH:7]=[CH:6][CH:5]=[CH:10][CH:9]=3)[NH:36][C:34](=[O:35])[CH:33]([CH2:37][C:38]3[CH:39]=[CH:40][C:41]([OH:44])=[CH:42][CH:43]=3)[NH:32][C:30](=[O:31])[CH:29]([NH2:89])[CH2:28][S:27][S:26][CH2:25]2)=[O:46])[CH:51]([C:52]([NH:54][CH:55]([C:63]([NH:65][CH2:66][C:67]([NH2:69])=[O:68])=[O:64])[CH2:56][CH2:57][CH2:58][N:59]=[C:60]([NH2:62])[NH2:61])=[O:53])[CH2:50]1.